This data is from Reaction yield outcomes from USPTO patents with 853,638 reactions. The task is: Predict the reaction yield, written as a fraction of the theoretical maximum amount of product (1.0 means a 100% yield; for example, 0.34 means a 34% yield). (1) The reactants are S(=O)(=O)(O)O.C(O)(=[O:8])C.[F:10][C:11]1[CH:16]=[CH:15][C:14]([C:17]([C:26]2[CH:31]=[CH:30][C:29]([F:32])=[CH:28][CH:27]=2)([C:20]2[CH:25]=[CH:24][CH:23]=[CH:22][CH:21]=2)[C:18]#[N:19])=[CH:13][CH:12]=1.[OH-].[NH4+]. The catalyst is CCCCCC. The product is [F:10][C:11]1[CH:16]=[CH:15][C:14]([C:17]([C:26]2[CH:27]=[CH:28][C:29]([F:32])=[CH:30][CH:31]=2)([C:20]2[CH:25]=[CH:24][CH:23]=[CH:22][CH:21]=2)[C:18]([NH2:19])=[O:8])=[CH:13][CH:12]=1. The yield is 0.870. (2) The reactants are [NH2:1][C@H:2]([C:5]([OH:7])=[O:6])[CH2:3][OH:4].FC(F)(F)C(O)=O.[C:15](Cl)(=[O:19])[CH2:16][CH2:17][CH3:18]. The catalyst is C(OCC)C. The product is [C:15]([O:4][CH2:3][C@@H:2]([C:5]([OH:7])=[O:6])[NH2:1])(=[O:19])[CH2:16][CH2:17][CH3:18]. The yield is 0.630. (3) The reactants are C(=O)([O-])[O-].[K+].[K+].Cl[C:8]1[N:13]=[C:12]([S:14][C:15]#[N:16])[C:11]([N+:17]([O-:19])=[O:18])=[CH:10][N:9]=1.[F:20][C:21]1[CH:26]=[CH:25][C:24]([NH:27][C:28](=[O:34])[O:29][C:30]([CH3:33])([CH3:32])[CH3:31])=[C:23]([N+:35]([O-])=O)[CH:22]=1. The catalyst is C(#N)C.[Cl-].[Na+].O. The product is [F:20][C:21]1[CH:26]=[CH:25][C:24]([NH:27][C:28](=[O:34])[O:29][C:30]([CH3:31])([CH3:33])[CH3:32])=[C:23]([NH:35][C:8]2[N:13]=[C:12]([S:14][C:15]#[N:16])[C:11]([N+:17]([O-:19])=[O:18])=[CH:10][N:9]=2)[CH:22]=1. The yield is 0.710. (4) The reactants are [Br:1][C:2]1[CH:3]=[C:4]2[C:10](I)=[N:9][N:8]([CH2:12][O:13][CH2:14][CH2:15][O:16][CH3:17])[C:5]2=[N:6][CH:7]=1.[CH3:18][O:19][C:20]1[CH:25]=[CH:24][CH:23]=[CH:22][C:21]=1B(O)O.C(=O)([O-])[O-].[Na+].[Na+].C(OCC)(=O)C. The catalyst is C(#N)C.[Cl-].[Na+].O. The product is [Br:1][C:2]1[CH:3]=[C:4]2[C:10]([C:21]3[CH:22]=[CH:23][CH:24]=[CH:25][C:20]=3[O:19][CH3:18])=[N:9][N:8]([CH2:12][O:13][CH2:14][CH2:15][O:16][CH3:17])[C:5]2=[N:6][CH:7]=1. The yield is 0.460. (5) The reactants are Cl[C:2]1[C:10]2[C:6](=[N:7][N:8]([CH2:11][C:12]([NH:16][C:17](=[O:29])[C:18]3[CH:23]=[CH:22][C:21]([O:24][C:25]([F:28])([F:27])[F:26])=[CH:20][CH:19]=3)([C:14]#[N:15])[CH3:13])[N:9]=2)[CH:5]=[C:4]([C:30]([F:33])([F:32])[F:31])[CH:3]=1.C(P(C(C)(C)C)C1C=CC2C(=CC=CC=2)C=1C1C2C(=CC=CC=2)C=CC=1)(C)(C)C.C[C:64]([N:66](C)C)=O. The catalyst is [C-]#N.[Zn+2].[C-]#N.[Zn].FC(F)(F)C([O-])=O.[Pd+2].FC(F)(F)C([O-])=O. The product is [C:14]([C:12]([NH:16][C:17](=[O:29])[C:18]1[CH:23]=[CH:22][C:21]([O:24][C:25]([F:28])([F:27])[F:26])=[CH:20][CH:19]=1)([CH3:13])[CH2:11][N:8]1[N:7]=[C:6]2[CH:5]=[C:4]([C:30]([F:31])([F:32])[F:33])[CH:3]=[C:2]([C:64]#[N:66])[C:10]2=[N:9]1)#[N:15]. The yield is 0.630.